From a dataset of Catalyst prediction with 721,799 reactions and 888 catalyst types from USPTO. Predict which catalyst facilitates the given reaction. The catalyst class is: 71. Reactant: [CH2:1]([O:5][C:6]1[N:14]=[C:13]2[C:9]([N:10]=[C:11]([O:22]C)[N:12]2[CH2:15][CH:16]2[CH2:21][CH2:20][CH2:19][CH2:18][O:17]2)=[C:8]([NH2:24])[N:7]=1)[CH2:2][CH2:3][CH3:4].Cl. Product: [NH2:24][C:8]1[N:7]=[C:6]([O:5][CH2:1][CH2:2][CH2:3][CH3:4])[N:14]=[C:13]2[C:9]=1[NH:10][C:11](=[O:22])[N:12]2[CH2:15][CH:16]1[CH2:21][CH2:20][CH2:19][CH2:18][O:17]1.